Regression. Given a peptide amino acid sequence and an MHC pseudo amino acid sequence, predict their binding affinity value. This is MHC class II binding data. From a dataset of Peptide-MHC class II binding affinity with 134,281 pairs from IEDB. The peptide sequence is GAASGLNGCCRCGAR. The MHC is HLA-DPA10201-DPB10101 with pseudo-sequence HLA-DPA10201-DPB10101. The binding affinity (normalized) is 0.